From a dataset of Full USPTO retrosynthesis dataset with 1.9M reactions from patents (1976-2016). Predict the reactants needed to synthesize the given product. Given the product [Br:19][C:12]1[CH:13]=[C:14]([CH:17]=[CH:18][C:11]=1[CH:10]1[NH:9][C:37](=[O:38])[N:26]([C:27]2[CH:32]=[CH:31][CH:30]=[C:29]([C:33]([F:36])([F:34])[F:35])[CH:28]=2)[C:21]2[CH2:22][CH2:23][C:24](=[O:25])[C:20]1=2)[C:15]#[N:16], predict the reactants needed to synthesize it. The reactants are: C(N(CC)CC)C.Cl.[NH2:9][CH:10]([C:20]1[C:24](=[O:25])[CH2:23][CH2:22][C:21]=1[NH:26][C:27]1[CH:32]=[CH:31][CH:30]=[C:29]([C:33]([F:36])([F:35])[F:34])[CH:28]=1)[C:11]1[CH:18]=[CH:17][C:14]([C:15]#[N:16])=[CH:13][C:12]=1[Br:19].[C:37](N1C=CN=C1)(N1C=CN=C1)=[O:38].O.